This data is from Forward reaction prediction with 1.9M reactions from USPTO patents (1976-2016). The task is: Predict the product of the given reaction. Given the reactants II.[Br:3][C:4]1[CH:5]=[C:6]([C:10]([C:12]2[CH:17]=[CH:16][C:15]([O:18][CH:19]([F:21])[F:20])=[C:14]([CH3:22])[CH:13]=2)=[CH2:11])[CH:7]=[CH:8][CH:9]=1.C([N:25](CC)CC)C.[C:30]([O:33]CC)(=[O:32])C, predict the reaction product. The product is: [Br:3][C:4]1[CH:5]=[C:6]([C:10]2([C:12]3[CH:17]=[CH:16][C:15]([O:18][CH:19]([F:20])[F:21])=[C:14]([CH3:22])[CH:13]=3)[CH2:11][O:33][C:30](=[O:32])[NH:25]2)[CH:7]=[CH:8][CH:9]=1.